From a dataset of Forward reaction prediction with 1.9M reactions from USPTO patents (1976-2016). Predict the product of the given reaction. (1) Given the reactants [C:1]([C:3]1[C:4]([N:16]2[CH2:19][CH:18]([C:20]([OH:22])=O)[CH2:17]2)=[N:5][C:6]([O:14][CH3:15])=[C:7]([C:9]([O:11][CH2:12][CH3:13])=[O:10])[CH:8]=1)#[N:2].[Cl:23][C:24]1[CH:29]=[C:28]([F:30])[CH:27]=[CH:26][C:25]=1[CH2:31][S:32]([NH2:35])(=[O:34])=[O:33], predict the reaction product. The product is: [Cl:23][C:24]1[CH:29]=[C:28]([F:30])[CH:27]=[CH:26][C:25]=1[CH2:31][S:32]([NH:35][C:20]([CH:18]1[CH2:19][N:16]([C:4]2[C:3]([C:1]#[N:2])=[CH:8][C:7]([C:9]([O:11][CH2:12][CH3:13])=[O:10])=[C:6]([O:14][CH3:15])[N:5]=2)[CH2:17]1)=[O:22])(=[O:33])=[O:34]. (2) Given the reactants Cl[C:2]1[N:7]=[C:6]([CH:8]=[O:9])[C:5]2[C:10]([O:32][CH3:33])=[N:11][N:12]([C:13]([C:26]3[CH:31]=[CH:30][CH:29]=[CH:28][CH:27]=3)([C:20]3[CH:25]=[CH:24][CH:23]=[CH:22][CH:21]=3)[C:14]3[CH:19]=[CH:18][CH:17]=[CH:16][CH:15]=3)[C:4]=2[CH:3]=1.[C:34]1([C@H:40]([NH:42][C:43]([NH2:45])=[O:44])[CH3:41])[CH:39]=[CH:38][CH:37]=[CH:36][CH:35]=1, predict the reaction product. The product is: [CH:8]([C:6]1[C:5]2[C:10]([O:32][CH3:33])=[N:11][N:12]([C:13]([C:26]3[CH:27]=[CH:28][CH:29]=[CH:30][CH:31]=3)([C:14]3[CH:19]=[CH:18][CH:17]=[CH:16][CH:15]=3)[C:20]3[CH:21]=[CH:22][CH:23]=[CH:24][CH:25]=3)[C:4]=2[CH:3]=[C:2]([NH:45][C:43]([NH:42][C@@H:40]([C:34]2[CH:39]=[CH:38][CH:37]=[CH:36][CH:35]=2)[CH3:41])=[O:44])[N:7]=1)=[O:9].